Dataset: Reaction yield outcomes from USPTO patents with 853,638 reactions. Task: Predict the reaction yield, written as a fraction of the theoretical maximum amount of product (1.0 means a 100% yield; for example, 0.34 means a 34% yield). (1) The catalyst is CN(C=O)C. The product is [Br:1][C:2]1[C:3]([OH:12])=[CH:4][C:5]([OH:11])=[C:6]([C:7]([N:36]2[CH2:37][C:38]3[C:43](=[CH:42][CH:41]=[CH:40][CH:39]=3)[CH2:35]2)=[O:9])[CH:10]=1. The reactants are [Br:1][C:2]1[C:3]([OH:12])=[CH:4][C:5]([OH:11])=[C:6]([CH:10]=1)[C:7]([OH:9])=O.Cl.CN(C)CCCN=C=NCC.C1C=CC2N(O)N=NC=2C=1.[CH2:35]1[C:43]2[C:38](=[CH:39][CH:40]=[CH:41][CH:42]=2)[CH2:37][NH:36]1. The yield is 0.440. (2) The reactants are [C:1](=[O:4])([O-])[NH2:2].Cl.[CH3:6][C@@H:7]1[CH2:12][CH2:11][NH:10][CH2:9][C@@H:8]1[C:13]1[N:17]2[C:18]3[CH:24]=[CH:23][NH:22][C:19]=3[N:20]=[CH:21][C:16]2=[CH:15][N:14]=1.CC[N:27]([CH:31](C)C)[CH:28]([CH3:30])C.C[C:35]#[N:36]. No catalyst specified. The product is [C:13]1([C@@H:8]2[C@H:7]([CH3:6])[CH2:12][CH2:11][N:10]([C:1]([NH:2][C:35]3[CH:30]=[CH:28][N:27]=[CH:31][N:36]=3)=[O:4])[CH2:9]2)[N:17]2[C:18]3[CH:24]=[CH:23][NH:22][C:19]=3[N:20]=[CH:21][C:16]2=[CH:15][N:14]=1. The yield is 0.0900. (3) The reactants are [C:1]([O:5][CH3:6])(=[O:4])[CH2:2][SH:3].[CH3:7][O:8][C:9]([C:11]1[S:15][C:14]2[CH:16]=[C:17]([C:20]([O:22][C:23]([CH3:26])([CH3:25])[CH3:24])=[O:21])[CH:18]=[CH:19][C:13]=2[C:12]=1OS(C(F)(F)F)(=O)=O)=[O:10].O. The catalyst is C(Cl)Cl.CCN(CC)CC. The product is [CH3:7][O:8][C:9]([C:11]1[S:15][C:14]2[CH:16]=[C:17]([C:20]([O:22][C:23]([CH3:24])([CH3:25])[CH3:26])=[O:21])[CH:18]=[CH:19][C:13]=2[C:12]=1[S:3][CH2:2][C:1]([O:5][CH3:6])=[O:4])=[O:10]. The yield is 0.700. (4) The reactants are [CH3:1][C:2]1[CH:3]=[CH:4][CH:5]=[C:6]2[C:11]=1[C:10](=[O:12])[N:9]([C:13]1[CH:18]=[CH:17][CH:16]=[CH:15][C:14]=1[CH3:19])[C:8]([CH2:20][N:21]([CH3:37])[C:22]1[N:30]=[CH:29][N:28]=[C:27]3[C:23]=1[N:24]=[CH:25][N:26]3C1CCCCO1)=[CH:7]2.C([O-])(O)=O.[Na+]. No catalyst specified. The product is [CH3:1][C:2]1[CH:3]=[CH:4][CH:5]=[C:6]2[C:11]=1[C:10](=[O:12])[N:9]([C:13]1[CH:18]=[CH:17][CH:16]=[CH:15][C:14]=1[CH3:19])[C:8]([CH2:20][N:21]([CH3:37])[C:22]1[N:30]=[CH:29][N:28]=[C:27]3[C:23]=1[N:24]=[CH:25][NH:26]3)=[CH:7]2. The yield is 0.540. (5) The catalyst is O1CCCC1. The yield is 0.0700. The reactants are COP([CH2:7][C:8]([O:10][CH2:11][C:12]1[CH:17]=[CH:16][CH:15]=[CH:14][CH:13]=1)=[O:9])(OC)=O.[H-].[Na+].[NH:20]1[CH:24]=[CH:23][N:22]=[C:21]1[CH:25]=O.[Cl-].[NH4+]. The product is [NH:20]1[CH:24]=[CH:23][N:22]=[C:21]1/[CH:25]=[CH:7]/[C:8]([O:10][CH2:11][C:12]1[CH:17]=[CH:16][CH:15]=[CH:14][CH:13]=1)=[O:9]. (6) The reactants are [CH2:1]([O:8][N:9]1[C:15](=[O:16])[N:14]2[CH2:17][C@H:10]1[CH2:11][CH2:12][C@H:13]2[C:18]([OH:20])=O)[C:2]1[CH:7]=[CH:6][CH:5]=[CH:4][CH:3]=1.C([N:23](CC)CC)C.ClC(OCC(C)C)=O.N. The catalyst is ClCCl.CCCCCC.C(OCC)(=O)C.O. The product is [CH2:1]([O:8][N:9]1[C:15](=[O:16])[N:14]2[CH2:17][C@H:10]1[CH2:11][CH2:12][C@H:13]2[C:18]([NH2:23])=[O:20])[C:2]1[CH:3]=[CH:4][CH:5]=[CH:6][CH:7]=1. The yield is 0.790. (7) The reactants are [F:1][C:2]1[CH:3]=[C:4]([C:34]2[C:35]([C:40]#[N:41])=[CH:36][CH:37]=[CH:38][CH:39]=2)[CH:5]=[CH:6][C:7]=1[CH2:8][C:9]1[C:10](=[O:33])[N:11]([C@H:21]2[CH2:26][CH2:25][C@H:24]([O:27][CH2:28][C:29]([OH:32])([CH3:31])[CH3:30])[CH2:23][CH2:22]2)[C:12]2[N:13]([N:18]=[CH:19][CH:20]=2)[C:14]=1[CH2:15][CH2:16][CH3:17].C[Si]([N:46]=[N+:47]=[N-:48])(C)C.C([Sn](=O)CCCC)CCC.C1(C)C=CC=CC=1. The catalyst is O.C(OCC)(=O)C. The product is [F:1][C:2]1[CH:3]=[C:4]([C:34]2[CH:39]=[CH:38][CH:37]=[CH:36][C:35]=2[C:40]2[NH:48][N:47]=[N:46][N:41]=2)[CH:5]=[CH:6][C:7]=1[CH2:8][C:9]1[C:10](=[O:33])[N:11]([C@H:21]2[CH2:26][CH2:25][C@H:24]([O:27][CH2:28][C:29]([OH:32])([CH3:30])[CH3:31])[CH2:23][CH2:22]2)[C:12]2[N:13]([N:18]=[CH:19][CH:20]=2)[C:14]=1[CH2:15][CH2:16][CH3:17]. The yield is 0.460. (8) The reactants are [NH2:1][C:2]1[N:3]=[C:4]([NH:17][CH:18]2[CH2:23][CH2:22][N:21]([S:24]([C:27]3[CH:34]=[CH:33][C:30]([C:31]#[N:32])=[CH:29][CH:28]=3)(=[O:26])=[O:25])[CH2:20][CH2:19]2)[S:5][C:6]=1[C:7](=[O:16])[C:8]1[C:13]([F:14])=[CH:12][CH:11]=[CH:10][C:9]=1[F:15].Cl.C(=O)([O-])[O-].[NH4+:40].[NH4+]. The catalyst is CCO. The product is [NH2:1][C:2]1[N:3]=[C:4]([NH:17][CH:18]2[CH2:19][CH2:20][N:21]([S:24]([C:27]3[CH:28]=[CH:29][C:30]([C:31]([NH2:40])=[NH:32])=[CH:33][CH:34]=3)(=[O:25])=[O:26])[CH2:22][CH2:23]2)[S:5][C:6]=1[C:7]([C:8]1[C:9]([F:15])=[CH:10][CH:11]=[CH:12][C:13]=1[F:14])=[O:16]. The yield is 0.250. (9) The reactants are [Cl:1][CH2:2][C:3]1[CH:8]=[CH:7][C:6]([CH2:9][C:10]([OH:12])=O)=[CH:5][CH:4]=1.C(Cl)(=O)C(Cl)=O.[C:19]([O:23][C:24]([CH3:27])([CH3:26])[CH3:25])(=[O:22])[NH:20][NH2:21].C(N(CC)C(C)C)(C)C. The catalyst is ClCCl.CN(C)C=O. The product is [Cl:1][CH2:2][C:3]1[CH:4]=[CH:5][C:6]([CH2:9][C:10]([NH:21][NH:20][C:19]([O:23][C:24]([CH3:27])([CH3:26])[CH3:25])=[O:22])=[O:12])=[CH:7][CH:8]=1. The yield is 0.730. (10) The reactants are [Br:1]N1C(=O)CCC1=O.C1(P(C2C=CC=CC=2)C2C=CC=CC=2)C=CC=CC=1.[Br:28][C:29]1[CH:34]=[CH:33][C:32]([CH2:35][O:36][CH2:37][CH2:38]O)=[CH:31][CH:30]=1. The catalyst is C(Cl)Cl.[Al]. The product is [Br:28][C:29]1[CH:34]=[CH:33][C:32]([CH2:35][O:36][CH2:37][CH2:38][Br:1])=[CH:31][CH:30]=1. The yield is 0.490.